This data is from Full USPTO retrosynthesis dataset with 1.9M reactions from patents (1976-2016). The task is: Predict the reactants needed to synthesize the given product. (1) Given the product [CH3:8][CH2:6][O:5][C:3]([CH3:15])=[O:4].[CH3:38][CH2:37][CH2:36][CH:35]([CH3:40])[CH3:34], predict the reactants needed to synthesize it. The reactants are: N([C:3]([O:5][CH:6](C)[CH3:8])=[O:4])=N[C:3]([O:5][CH:6]([CH3:8])C)=[O:4].[C:15]1(P(C2C=CC=CC=2)C2C=CC=CC=2)C=CC=CC=1.[C:34](O)(=O)[C:35]1[CH:40]=C[CH:38]=[CH:37][CH:36]=1. (2) The reactants are: [NH2:1][C:2]1[CH:3]=[C:4]([CH3:27])[C:5]([O:8][C:9]2[CH:14]=[C:13]([O:15][CH2:16][CH2:17][O:18][CH3:19])[CH:12]=[CH:11][C:10]=2/[CH:20]=[CH:21]/[C:22]([O:24][CH2:25][CH3:26])=[O:23])=[N:6][CH:7]=1.[C:28](O[C:28]([O:30][C:31]([CH3:34])([CH3:33])[CH3:32])=[O:29])([O:30][C:31]([CH3:34])([CH3:33])[CH3:32])=[O:29]. Given the product [C:31]([O:30][C:28]([NH:1][C:2]1[CH:3]=[C:4]([CH3:27])[C:5]([O:8][C:9]2[CH:14]=[C:13]([O:15][CH2:16][CH2:17][O:18][CH3:19])[CH:12]=[CH:11][C:10]=2/[CH:20]=[CH:21]/[C:22]([O:24][CH2:25][CH3:26])=[O:23])=[N:6][CH:7]=1)=[O:29])([CH3:34])([CH3:33])[CH3:32], predict the reactants needed to synthesize it. (3) Given the product [CH2:1]([C:3]1[C:7]([B:28]2[O:32][C:31]([CH3:34])([CH3:33])[C:30]([CH3:36])([CH3:35])[O:29]2)=[CH:6][N:5]([C@H:9]2[CH2:14][CH2:13][C@H:12]([OH:15])[CH2:11][CH2:10]2)[N:4]=1)[CH3:2], predict the reactants needed to synthesize it. The reactants are: [CH2:1]([C:3]1[C:7](I)=[CH:6][N:5]([C@H:9]2[CH2:14][CH2:13][C@H:12]([OH:15])[CH2:11][CH2:10]2)[N:4]=1)[CH3:2].C1COCC1.C([Mg]Cl)(C)C.CO[B:28]1[O:32][C:31]([CH3:34])([CH3:33])[C:30]([CH3:36])([CH3:35])[O:29]1.[NH4+].[Cl-]. (4) Given the product [CH2:5]([C:12]1([N:30]([CH3:32])[CH3:31])[CH2:13][CH2:14][CH:15]([C:18]2[NH:19][C:20]3[C:25]([C:26]=2[CH3:27])=[CH:24][C:23]([OH:28])=[CH:22][CH:21]=3)[CH2:16][CH2:17]1)[C:6]1[CH:11]=[CH:10][CH:9]=[CH:8][CH:7]=1, predict the reactants needed to synthesize it. The reactants are: B(Br)(Br)Br.[CH2:5]([C:12]1([N:30]([CH3:32])[CH3:31])[CH2:17][CH2:16][CH:15]([C:18]2[NH:19][C:20]3[C:25]([C:26]=2[CH3:27])=[CH:24][C:23]([O:28]C)=[CH:22][CH:21]=3)[CH2:14][CH2:13]1)[C:6]1[CH:11]=[CH:10][CH:9]=[CH:8][CH:7]=1.